Dataset: NCI-60 drug combinations with 297,098 pairs across 59 cell lines. Task: Regression. Given two drug SMILES strings and cell line genomic features, predict the synergy score measuring deviation from expected non-interaction effect. Drug 1: C1=NC2=C(N=C(N=C2N1C3C(C(C(O3)CO)O)O)F)N. Drug 2: CS(=O)(=O)CCNCC1=CC=C(O1)C2=CC3=C(C=C2)N=CN=C3NC4=CC(=C(C=C4)OCC5=CC(=CC=C5)F)Cl. Cell line: SK-OV-3. Synergy scores: CSS=19.9, Synergy_ZIP=-4.52, Synergy_Bliss=2.01, Synergy_Loewe=-3.95, Synergy_HSA=-0.350.